Dataset: Forward reaction prediction with 1.9M reactions from USPTO patents (1976-2016). Task: Predict the product of the given reaction. (1) Given the reactants OC[C@@H]([N:8]1[CH2:13][C@@H:12]2[CH2:14][C@H:9]1[CH:10]=[CH:11]2)C(OC)=O.C1(P(C2C=CC=CC=2)C2C=CC=CC=2)C=CC=CC=1.N(C(OCC)=O)=NC(OCC)=O.Cl.[C:55](O[C:55]([O:57][C:58]([CH3:61])([CH3:60])[CH3:59])=[O:56])([O:57][C:58]([CH3:61])([CH3:60])[CH3:59])=[O:56], predict the reaction product. The product is: [C:58]([O:57][C:55]([N:8]1[CH2:13][C@@H:12]2[CH2:14][C@H:9]1[CH:10]=[CH:11]2)=[O:56])([CH3:59])([CH3:60])[CH3:61]. (2) The product is: [CH3:3][CH:2]([CH2:1][N:5]1[C:17]2[C:16]3[CH:15]=[CH:14][CH:13]=[CH:12][C:11]=3[N:10]=[C:9]([NH2:20])[C:8]=2[N:7]=[CH:6]1)[CH3:4]. Given the reactants [CH2:1]([N:5]1[C:17]2[C:16]3[CH:15]=[CH:14][CH:13]=[CH:12][C:11]=3[N+:10]([O-])=[CH:9][C:8]=2[N:7]=[CH:6]1)[CH:2]([CH3:4])[CH3:3].[OH-].[NH4+:20].ClC(OCC)=O, predict the reaction product.